From a dataset of Forward reaction prediction with 1.9M reactions from USPTO patents (1976-2016). Predict the product of the given reaction. (1) Given the reactants [Cl:1]C1C(C(F)(F)F)=CC=CC=1C(Cl)=O.[Cl:15][C:16]1[C:24]([Cl:25])=[C:23]([F:26])[CH:22]=[CH:21][C:17]=1[C:18](O)=[O:19].ClC1C(C(F)(F)F)=CC=CC=1C(O)=O.ClC1C(Cl)=C(F)C=CC=1C(N1C=CC2N(C3C=CC=CN=3)N=NC=2C1C)=O, predict the reaction product. The product is: [Cl:15][C:16]1[C:24]([Cl:25])=[C:23]([F:26])[CH:22]=[CH:21][C:17]=1[C:18]([Cl:1])=[O:19]. (2) Given the reactants C([O:8][C@H:9]1[C@H:14]([O:15][CH2:16]C2C=CC=CC=2)[C@@H:13]([O:23][CH2:24][C:25]2[CH:30]=[CH:29][CH:28]=[CH:27][CH:26]=2)[C@@:12]([C:33]2[CH:38]=[CH:37]C(Cl)=[C:35]([CH2:40][C:41]3[CH:46]=[CH:45][C:44]([O:47][CH2:48][CH3:49])=[CH:43][CH:42]=3)[CH:34]=2)(OC)[O:11][C@:10]1([CH:52]([OH:54])[CH3:53])[CH2:50][OH:51])C1C=CC=CC=1.[C:55]1([CH3:65])[CH:60]=[CH:59][C:58](S(O)(=O)=O)=[CH:57][CH:56]=1.Cl[CH2:67][Cl:68], predict the reaction product. The product is: [CH2:65]([O:8][C@H:9]1[C@H:14]([O:15][CH2:16][C:25]2[CH:30]=[CH:29][CH:28]=[CH:27][CH:26]=2)[C@@H:13]([O:23][CH2:24][C:25]2[CH:30]=[CH:29][CH:28]=[CH:27][CH:26]=2)[C@:12]2([C:33]3[CH:38]=[CH:37][C:67]([Cl:68])=[C:35]([CH2:40][C:41]4[CH:46]=[CH:45][C:44]([O:47][CH2:48][CH3:49])=[CH:43][CH:42]=4)[CH:34]=3)[O:11][C@@:10]1([CH2:50][OH:51])[CH:52]([CH3:53])[O:54]2)[C:55]1[CH:60]=[CH:59][CH:58]=[CH:57][CH:56]=1. (3) Given the reactants Cl[C:2]1[N:3]([C:13]2[CH:18]=[CH:17][CH:16]=[CH:15][CH:14]=2)[C:4]2[C:9]([C:10]=1[CH:11]=[O:12])=[CH:8][CH:7]=[CH:6][CH:5]=2.C(O[C:24]([N:26]1[CH2:31][CH2:30][CH:29]([NH:32]C)[CH2:28][CH2:27]1)=O)(C)(C)C, predict the reaction product. The product is: [CH3:24][N:26]1[CH2:31][CH2:30][CH:29]([NH:32][C:2]2[N:3]([C:13]3[CH:18]=[CH:17][CH:16]=[CH:15][CH:14]=3)[C:4]3[C:9]([C:10]=2[CH:11]=[O:12])=[CH:8][CH:7]=[CH:6][CH:5]=3)[CH2:28][CH2:27]1. (4) Given the reactants [CH:1]([C:4]1[CH:9]=[CH:8][C:7]([CH:10]2[C:14]3[C:15]([CH3:20])=[CH:16][C:17]([CH3:19])=[CH:18][C:13]=3[O:12][CH2:11]2)=[CH:6][CH:5]=1)([CH3:3])[CH3:2].[Br:21]N1C(=O)CCC1=O, predict the reaction product. The product is: [Br:21][C:16]1[C:17]([CH3:19])=[CH:18][C:13]2[O:12][CH2:11][CH:10]([C:7]3[CH:8]=[CH:9][C:4]([CH:1]([CH3:3])[CH3:2])=[CH:5][CH:6]=3)[C:14]=2[C:15]=1[CH3:20]. (5) Given the reactants [CH:1]1[N:5]=[CH:4][N:3]([C:6]([N:8]2C=N[CH:10]=[CH:9]2)=[O:7])[CH:2]=1.NC1[CH:15]=[C:16]([Cl:25])[C:17]([CH3:24])=[C:18]([S:20]([OH:23])(=[O:22])=[O:21])C=1.Cl.[N+](C1C=CC=CC=1S(Cl)(=O)=O)([O-])=O.[C:40](=O)([O-:42])[O-:41].[K+].[K+].CI.FC(F)(F)C(O)=O, predict the reaction product. The product is: [Cl:25][C:16]1[CH:15]=[C:9]([NH:8][C:6]([NH:3][CH2:2][C@H:1]([NH:5][CH3:4])[C:40]([OH:42])=[O:41])=[O:7])[CH:10]=[C:18]([S:20]([OH:23])(=[O:22])=[O:21])[C:17]=1[CH3:24]. (6) The product is: [Cl:21][C:16]1[CH:15]=[C:14]([C:3]2([C:1]#[N:2])[CH2:4][CH2:5][C:6](=[O:13])[CH2:7][CH2:8]2)[CH:19]=[CH:18][C:17]=1[Cl:20]. Given the reactants [C:1]([C:3]1([C:14]2[CH:19]=[CH:18][C:17]([Cl:20])=[C:16]([Cl:21])[CH:15]=2)[CH2:8][CH:7](C(OC)=O)[C:6](=[O:13])[CH2:5][CH2:4]1)#[N:2].CS(C)=O.CCOC(C)=O.CCCCCCC, predict the reaction product. (7) Given the reactants [CH2:1]([O:8][C:9]1[CH:14]=[CH:13][C:12]([C:15]2[C@H:16]([OH:29])[CH2:17][N:18]([C@@H:21]([C:23]3[CH:28]=[CH:27][CH:26]=[CH:25][CH:24]=3)[CH3:22])[CH2:19][CH:20]=2)=[CH:11][CH:10]=1)[C:2]1[CH:7]=[CH:6][CH:5]=[CH:4][CH:3]=1.N1C(C)=CC=CC=1C.FC(F)(F)S(O[Si:44]([CH:51]([CH3:53])[CH3:52])([CH:48]([CH3:50])[CH3:49])[CH:45]([CH3:47])[CH3:46])(=O)=O.O, predict the reaction product. The product is: [CH2:1]([O:8][C:9]1[CH:14]=[CH:13][C:12]([C:15]2[C@H:16]([O:29][Si:44]([CH:51]([CH3:53])[CH3:52])([CH:48]([CH3:50])[CH3:49])[CH:45]([CH3:47])[CH3:46])[CH2:17][N:18]([C@@H:21]([C:23]3[CH:28]=[CH:27][CH:26]=[CH:25][CH:24]=3)[CH3:22])[CH2:19][CH:20]=2)=[CH:11][CH:10]=1)[C:2]1[CH:3]=[CH:4][CH:5]=[CH:6][CH:7]=1.